This data is from Full USPTO retrosynthesis dataset with 1.9M reactions from patents (1976-2016). The task is: Predict the reactants needed to synthesize the given product. (1) Given the product [Cl:1][C:2]1[CH:3]=[CH:4][C:5]([C:20]([F:23])([F:22])[F:21])=[C:6]([CH:19]=1)[CH2:7][N:8]1[CH2:13][CH2:12][NH:11][C:10]2[N:14]=[CH:15][C:16]([C:34]3[CH:33]=[CH:32][N:31]=[C:30]([N:24]4[CH2:25][CH2:26][NH:27][CH2:28][CH2:29]4)[CH:35]=3)=[CH:17][C:9]1=2, predict the reactants needed to synthesize it. The reactants are: [Cl:1][C:2]1[CH:3]=[CH:4][C:5]([C:20]([F:23])([F:22])[F:21])=[C:6]([CH:19]=1)[CH2:7][N:8]1[CH2:13][CH2:12][NH:11][C:10]2[N:14]=[CH:15][C:16](I)=[CH:17][C:9]1=2.[N:24]1([C:30]2[CH:35]=[C:34](B(O)O)[CH:33]=[CH:32][N:31]=2)[CH2:29][CH2:28][NH:27][CH2:26][CH2:25]1. (2) Given the product [CH3:1][C:2]1([CH3:17])[CH2:11][CH2:10][C:9](=[O:12])[C:8]2[CH:7]=[C:6]([C:13]([OH:15])=[O:14])[CH:5]=[CH:4][C:3]1=2, predict the reactants needed to synthesize it. The reactants are: [CH3:1][C:2]1([CH3:17])[CH2:11][CH2:10][C:9](=[O:12])[C:8]2[CH:7]=[C:6]([C:13]([O:15]C)=[O:14])[CH:5]=[CH:4][C:3]1=2.[OH-].[Na+].Cl. (3) Given the product [C:12]1([NH:11][C:9](=[O:10])[NH:8][C:3]2[CH:4]=[CH:5][CH:6]=[CH:7][C:2]=2[NH:1][S:35]([C:32]2[CH:31]=[CH:30][C:29]([NH:28][C:25](=[O:27])[CH3:26])=[CH:34][CH:33]=2)(=[O:37])=[O:36])[CH:17]=[CH:16][CH:15]=[CH:14][CH:13]=1, predict the reactants needed to synthesize it. The reactants are: [NH2:1][C:2]1[CH:7]=[CH:6][CH:5]=[CH:4][C:3]=1[NH:8][C:9]([NH:11][C:12]1[CH:17]=[CH:16][CH:15]=[CH:14][CH:13]=1)=[O:10].C(N(CC)CC)C.[C:25]([NH:28][C:29]1[CH:34]=[CH:33][C:32]([S:35](Cl)(=[O:37])=[O:36])=[CH:31][CH:30]=1)(=[O:27])[CH3:26]. (4) Given the product [N+:31]([C:34]1[CH:35]=[CH:36][C:37]([C:38]([O:16][CH:13]2[CH2:14][CH2:15][C:10]([N:7]3[CH2:8][CH2:9][CH:5]([CH2:4][C:3]4[CH:19]=[CH:20][C:21]([Cl:23])=[CH:22][C:2]=4[Cl:1])[C:6]3=[O:18])([CH3:17])[CH2:11][CH2:12]2)=[O:39])=[CH:41][CH:42]=1)([O-:33])=[O:32], predict the reactants needed to synthesize it. The reactants are: [Cl:1][C:2]1[CH:22]=[C:21]([Cl:23])[CH:20]=[CH:19][C:3]=1[CH2:4][CH:5]1[CH2:9][CH2:8][N:7]([C:10]2([CH3:17])[CH2:15][CH2:14][CH:13]([OH:16])[CH2:12][CH2:11]2)[C:6]1=[O:18].CCN(CC)CC.[N+:31]([C:34]1[CH:42]=[CH:41][C:37]([C:38](Cl)=[O:39])=[CH:36][CH:35]=1)([O-:33])=[O:32]. (5) Given the product [CH:1](=[C:18]1[C:19](=[O:24])[CH2:20][CH2:21][CH2:22][CH2:23][C:17]1=[O:25])[C:2]1[CH:7]=[CH:6][CH:5]=[CH:4][CH:3]=1, predict the reactants needed to synthesize it. The reactants are: [CH:1](=O)[C:2]1[CH:7]=[CH:6][CH:5]=[CH:4][CH:3]=1.N1CCC[C@H]1C(O)=O.[C:17]1(=[O:25])[CH2:23][CH2:22][CH2:21][CH2:20][C:19](=[O:24])[CH2:18]1. (6) Given the product [CH2:12]([O:14][C:15]1[CH:20]=[CH:19][C:18]([C:21]#[C:22][C:2]2[CH:7]=[CH:6][C:5]([O:8][CH2:9][O:10][CH3:11])=[CH:4][N:3]=2)=[CH:17][CH:16]=1)[CH3:13], predict the reactants needed to synthesize it. The reactants are: Br[C:2]1[CH:7]=[CH:6][C:5]([O:8][CH2:9][O:10][CH3:11])=[CH:4][N:3]=1.[CH2:12]([O:14][C:15]1[CH:20]=[CH:19][C:18]([C:21]#[CH:22])=[CH:17][CH:16]=1)[CH3:13].C1COCC1.C(N(CC)CC)C. (7) The reactants are: CO[C:3]([C@H:5]1[CH2:10][CH2:9][CH2:8][CH2:7][C@H:6]1[N:11]([CH2:32][C:33]1[CH:38]=[CH:37][C:36]([F:39])=[CH:35][CH:34]=1)[C:12](=[O:31])[CH2:13][C:14]1[NH:19][C:18]2[CH:20]=[CH:21][C:22]([NH:24][S:25]([CH3:28])(=[O:27])=[O:26])=[CH:23][C:17]=2[S:16](=[O:30])(=[O:29])[N:15]=1)=[O:4].[O-]CC.[Na+]. Given the product [F:39][C:36]1[CH:35]=[CH:34][C:33]([CH2:32][N:11]2[C@H:6]3[C@H:5]([CH2:10][CH2:9][CH2:8][CH2:7]3)[C:3]([OH:4])=[C:13]([C:14]3[NH:19][C:18]4[CH:20]=[CH:21][C:22]([NH:24][S:25]([CH3:28])(=[O:26])=[O:27])=[CH:23][C:17]=4[S:16](=[O:30])(=[O:29])[N:15]=3)[C:12]2=[O:31])=[CH:38][CH:37]=1, predict the reactants needed to synthesize it.